From a dataset of Reaction yield outcomes from USPTO patents with 853,638 reactions. Predict the reaction yield, written as a fraction of the theoretical maximum amount of product (1.0 means a 100% yield; for example, 0.34 means a 34% yield). (1) The reactants are [C:1]([C:5]1[C:10]([N+:11]([O-])=O)=[CH:9][C:8]([OH:14])=[C:7]([Cl:15])[CH:6]=1)([CH3:4])([CH3:3])[CH3:2]. The catalyst is CO.[Ni]. The product is [C:1]([C:5]1[C:10]([NH2:11])=[CH:9][C:8]([OH:14])=[C:7]([Cl:15])[CH:6]=1)([CH3:4])([CH3:2])[CH3:3]. The yield is 0.780. (2) The reactants are [O:1]1[CH2:6][CH2:5][N:4]([C:7]2[CH:13]=[CH:12][C:10]([NH2:11])=[CH:9][CH:8]=2)[CH2:3][CH2:2]1.Cl[C:15]1[N:20]=[C:19]2[NH:21][N:22]=[CH:23][C:18]2=[C:17]([NH:24][C@@H:25]2[CH2:30][CH2:29][C@H:28]([NH:31]C(=O)OC(C)(C)C)[CH2:27][CH2:26]2)[N:16]=1. The catalyst is C(O)CCC. The product is [NH2:31][C@@H:28]1[CH2:29][CH2:30][C@H:25]([NH:24][C:17]2[N:16]=[C:15]([NH:11][C:10]3[CH:12]=[CH:13][C:7]([N:4]4[CH2:3][CH2:2][O:1][CH2:6][CH2:5]4)=[CH:8][CH:9]=3)[N:20]=[C:19]3[NH:21][N:22]=[CH:23][C:18]=23)[CH2:26][CH2:27]1. The yield is 0.790. (3) The reactants are C[O:2][C:3]([CH:5]1[O:9][C:8](=[O:10])[N:7]([C:11]2[CH:12]=[C:13]3[C:18](=[CH:19][CH:20]=2)[N:17]([CH3:21])[C:16](=[O:22])[CH2:15][CH2:14]3)[CH2:6]1)=O.[NH3:23]. The catalyst is CO. The product is [CH3:21][N:17]1[C:18]2[C:13](=[CH:12][C:11]([N:7]3[CH2:6][C@H:5]([C:3]([NH2:23])=[O:2])[O:9][C:8]3=[O:10])=[CH:20][CH:19]=2)[CH2:14][CH2:15][C:16]1=[O:22]. The yield is 0.840. (4) The reactants are [OH:1][C:2]1[CH:3]=[C:4]([CH:7]=[CH:8][CH:9]=1)[CH:5]=O.[NH:10]1[CH2:15][CH2:14][O:13][CH2:12][CH2:11]1.[BH4-].[Na+]. The catalyst is CO. The product is [O:13]1[CH2:14][CH2:15][N:10]([CH2:5][C:4]2[CH:3]=[C:2]([OH:1])[CH:9]=[CH:8][CH:7]=2)[CH2:11][CH2:12]1. The yield is 0.482. (5) The reactants are [CH2:1]([NH:8][C:9]1[S:10][C:11]([C:14]([NH:16][C:17]2[S:18][C:19]([C:22]3[CH:27]=[CH:26][C:25]([CH3:28])=[CH:24][CH:23]=3)=[CH:20][N:21]=2)=O)=[CH:12][N:13]=1)[C:2]1[CH:7]=[CH:6][CH:5]=[CH:4][CH:3]=1. The yield is 0.180. The catalyst is C1COCC1. The product is [CH2:1]([NH:8][C:9]1[S:10][C:11]([CH2:14][NH:16][C:17]2[S:18][C:19]([C:22]3[CH:23]=[CH:24][C:25]([CH3:28])=[CH:26][CH:27]=3)=[CH:20][N:21]=2)=[CH:12][N:13]=1)[C:2]1[CH:3]=[CH:4][CH:5]=[CH:6][CH:7]=1.